From a dataset of NCI-60 drug combinations with 297,098 pairs across 59 cell lines. Regression. Given two drug SMILES strings and cell line genomic features, predict the synergy score measuring deviation from expected non-interaction effect. (1) Drug 1: CCC(=C(C1=CC=CC=C1)C2=CC=C(C=C2)OCCN(C)C)C3=CC=CC=C3.C(C(=O)O)C(CC(=O)O)(C(=O)O)O. Drug 2: C1CN1C2=NC(=NC(=N2)N3CC3)N4CC4. Cell line: MOLT-4. Synergy scores: CSS=58.1, Synergy_ZIP=-0.491, Synergy_Bliss=-3.16, Synergy_Loewe=-27.7, Synergy_HSA=-3.16. (2) Cell line: SR. Synergy scores: CSS=25.8, Synergy_ZIP=6.00, Synergy_Bliss=7.58, Synergy_Loewe=-41.3, Synergy_HSA=2.11. Drug 2: CC1CCC2CC(C(=CC=CC=CC(CC(C(=O)C(C(C(=CC(C(=O)CC(OC(=O)C3CCCCN3C(=O)C(=O)C1(O2)O)C(C)CC4CCC(C(C4)OC)O)C)C)O)OC)C)C)C)OC. Drug 1: CCCCCOC(=O)NC1=NC(=O)N(C=C1F)C2C(C(C(O2)C)O)O.